The task is: Predict the reactants needed to synthesize the given product.. This data is from Full USPTO retrosynthesis dataset with 1.9M reactions from patents (1976-2016). (1) Given the product [CH2:19]([O:18][C:16](=[O:17])[CH2:15][CH2:14][CH2:13][CH2:12][S:8][C:5]1[CH:6]=[CH:7][C:2]([Br:1])=[CH:3][CH:4]=1)[CH3:20], predict the reactants needed to synthesize it. The reactants are: [Br:1][C:2]1[CH:7]=[CH:6][C:5]([SH:8])=[CH:4][CH:3]=1.[H-].[Na+].Br[CH2:12][CH2:13][CH2:14][CH2:15][C:16]([O:18][CH2:19][CH3:20])=[O:17]. (2) Given the product [N:16]1[C:17]2[NH:8][CH2:9][CH2:10][CH2:11][C:12]=2[CH:13]=[CH:14][C:15]=1[CH2:18][CH2:19][O:20][C:21]1[CH:22]=[CH:23][C:24]2[C:28]([CH2:29][CH2:30][C:31]([OH:33])=[O:32])=[CH:27][S:26][C:25]=2[CH:34]=1, predict the reactants needed to synthesize it. The reactants are: C(OC([N:8]1[C:17]2[C:12](=[CH:13][CH:14]=[C:15]([CH2:18][CH2:19][O:20][C:21]3[CH:22]=[CH:23][C:24]4[C:28]([CH2:29][CH2:30][C:31]([OH:33])=[O:32])=[CH:27][S:26][C:25]=4[CH:34]=3)[N:16]=2)[CH2:11][CH2:10][CH2:9]1)=O)(C)(C)C. (3) Given the product [CH2:13]([C@H:9]1[C@H:10]([CH2:11][OH:12])[O:5][C:6](=[O:7])[NH:8]1)[C:14]1[CH:15]=[CH:16][CH:17]=[CH:18][CH:19]=1, predict the reactants needed to synthesize it. The reactants are: C([O:5][C:6]([NH:8][C@@H:9]([CH2:13][C:14]1[CH:19]=[CH:18][CH:17]=[CH:16][CH:15]=1)[C@@H:10]1[O:12][CH2:11]1)=[O:7])(C)(C)C.O.C1(C)C=CC(S(O)(=O)=O)=CC=1. (4) Given the product [C:1]([O:5][C:6]([N:8]1[CH2:9][CH2:10][CH:11]([N:14]([CH3:27])[C:15]2[CH:20]=[C:19]([Cl:21])[N:18]=[C:17]([C:22]([OH:24])=[O:23])[C:16]=2[Cl:26])[CH2:12][CH2:13]1)=[O:7])([CH3:4])([CH3:3])[CH3:2], predict the reactants needed to synthesize it. The reactants are: [C:1]([O:5][C:6]([N:8]1[CH2:13][CH2:12][CH:11]([N:14]([CH3:27])[C:15]2[CH:20]=[C:19]([Cl:21])[N:18]=[C:17]([C:22]([O:24]C)=[O:23])[C:16]=2[Cl:26])[CH2:10][CH2:9]1)=[O:7])([CH3:4])([CH3:3])[CH3:2].[OH-].[Na+]. (5) Given the product [CH3:13][O:14][C:15](=[O:23])[C:16]1[CH:21]=[CH:20][C:19]([C:12]2[N:8]([CH3:7])[CH:9]=[N:10][CH:11]=2)=[CH:18][CH:17]=1, predict the reactants needed to synthesize it. The reactants are: C([O-])([O-])=O.[Cs+].[Cs+].[CH3:7][N:8]1[CH:12]=[CH:11][N:10]=[CH:9]1.[CH3:13][O:14][C:15](=[O:23])[C:16]1[CH:21]=[CH:20][C:19](I)=[CH:18][CH:17]=1.C1C=CC(P(C2C=CC=CC=2)C2C=CC=CC=2)=CC=1.[OH-].[Na+]. (6) Given the product [CH2:24]([O:21][CH2:18][N:1]1[CH2:6][CH2:5][CH:4]([CH2:7][NH:8][C:9](=[O:15])[O:10][C:11]([CH3:12])([CH3:14])[CH3:13])[CH2:3][CH2:2]1)[CH3:25], predict the reactants needed to synthesize it. The reactants are: [NH:1]1[CH2:6][CH2:5][CH:4]([CH2:7][NH:8][C:9](=[O:15])[O:10][C:11]([CH3:14])([CH3:13])[CH3:12])[CH2:3][CH2:2]1.C=O.[C:18](=[O:21])([O-])[O-].[K+].[K+].[CH2:24](O)[CH3:25]. (7) Given the product [Br:15][C:11]1[CH:10]=[C:9]([NH:16][CH3:17])[C:8]([NH2:7])=[C:13]([CH3:14])[CH:12]=1, predict the reactants needed to synthesize it. The reactants are: [H-].[Al+3].[Li+].[H-].[H-].[H-].[NH2:7][C:8]1[C:13]([CH3:14])=[CH:12][C:11]([Br:15])=[CH:10][C:9]=1[NH:16][C:17](=O)OCC.S([O-])([O-])(=O)=O.[Na+].[Na+].S([O-])([O-])(=O)=O.[Mg+2]. (8) Given the product [OH:12][CH2:11][C:10]1[C:5]([CH2:3][OH:2])=[N:6][CH:7]=[CH:8][CH:9]=1, predict the reactants needed to synthesize it. The reactants are: C[O:2][C:3]([C:5]1[C:10]([C:11](OC)=[O:12])=[CH:9][CH:8]=[CH:7][N:6]=1)=O. (9) Given the product [ClH:9].[C:12]([C:11]1[N:4]([CH2:1][CH:2]=[CH2:3])[C:5](=[N:6][NH2:7])[S:8][CH:10]=1)([CH3:15])([CH3:14])[CH3:13], predict the reactants needed to synthesize it. The reactants are: [CH2:1]([NH:4][C:5](=[S:8])[NH:6][NH2:7])[CH:2]=[CH2:3].[Cl:9][CH2:10][C:11](=O)[C:12]([CH3:15])([CH3:14])[CH3:13]. (10) The reactants are: Cl[C:2]1[C:3]([C:8]2[CH:13]=[C:12]([S:14][CH3:15])[N:11]=[CH:10][N:9]=2)=[N:4][CH:5]=[CH:6][N:7]=1.[Cl:16][C:17]1[C:23]([O:24][CH3:25])=[CH:22][C:21]([O:26][CH3:27])=[C:20]([Cl:28])[C:18]=1[NH2:19].C1C=CC(P(C2C(OC3C(P(C4C=CC=CC=4)C4C=CC=CC=4)=CC=CC=3)=CC=CC=2)C2C=CC=CC=2)=CC=1.C(=O)([O-])[O-].[Cs+].[Cs+]. Given the product [Cl:16][C:17]1[C:23]([O:24][CH3:25])=[CH:22][C:21]([O:26][CH3:27])=[C:20]([Cl:28])[C:18]=1[NH:19][C:2]1[C:3]([C:8]2[CH:13]=[C:12]([S:14][CH3:15])[N:11]=[CH:10][N:9]=2)=[N:4][CH:5]=[CH:6][N:7]=1, predict the reactants needed to synthesize it.